Dataset: Reaction yield outcomes from USPTO patents with 853,638 reactions. Task: Predict the reaction yield, written as a fraction of the theoretical maximum amount of product (1.0 means a 100% yield; for example, 0.34 means a 34% yield). (1) The reactants are [CH3:1][O:2][CH2:3][C@H:4]([CH3:31])[O:5][C:6]1[CH:7]=[C:8]([C:23]2[NH:27][C:26]([C:28]([OH:30])=O)=[CH:25][CH:24]=2)[CH:9]=[C:10]([O:12][C:13]2[CH:18]=[CH:17][C:16]([S:19]([CH3:22])(=[O:21])=[O:20])=[CH:15][CH:14]=2)[CH:11]=1.[NH2:32][CH2:33][C@H:34]([OH:39])[C:35]([F:38])([F:37])[F:36].CCN=C=NCCCN(C)C.Cl. The catalyst is CN(C)C1C=CN=CC=1.ClCCl. The product is [CH3:1][O:2][CH2:3][C@H:4]([CH3:31])[O:5][C:6]1[CH:7]=[C:8]([C:23]2[NH:27][C:26]([C:28]([NH:32][CH2:33][C@H:34]([OH:39])[C:35]([F:38])([F:37])[F:36])=[O:30])=[CH:25][CH:24]=2)[CH:9]=[C:10]([O:12][C:13]2[CH:14]=[CH:15][C:16]([S:19]([CH3:22])(=[O:21])=[O:20])=[CH:17][CH:18]=2)[CH:11]=1. The yield is 0.670. (2) The reactants are [Br:1][C:2]1[C:10]2[N:9]=[C:8]([CH3:11])[NH:7][C:6]=2[CH:5]=[C:4]([N:12]2[CH2:17][CH2:16][O:15][CH2:14][CH2:13]2)[CH:3]=1.C(=O)([O-])[O-].[K+].[K+].Br[CH2:25][C:26]1[CH:31]=[CH:30][CH:29]=[C:28]([C:32]([F:35])([F:34])[F:33])[C:27]=1[CH3:36].CCOC(C)=O. The catalyst is CN(C)C=O. The product is [Br:1][C:2]1[C:10]2[N:9]=[C:8]([CH3:11])[N:7]([CH2:25][C:26]3[CH:31]=[CH:30][CH:29]=[C:28]([C:32]([F:33])([F:34])[F:35])[C:27]=3[CH3:36])[C:6]=2[CH:5]=[C:4]([N:12]2[CH2:17][CH2:16][O:15][CH2:14][CH2:13]2)[CH:3]=1. The yield is 0.700. (3) The reactants are C(=O)([S:3][CH2:4][C:5]1[O:6][C:7]([C:10]2[CH:11]=[N:12][CH:13]=[CH:14][CH:15]=2)=[CH:8][CH:9]=1)C.C[S-].[Na+]. The catalyst is C(Cl)(Cl)Cl.CO. The product is [N:12]1[CH:13]=[CH:14][CH:15]=[C:10]([C:7]2[O:6][C:5]([CH2:4][SH:3])=[CH:9][CH:8]=2)[CH:11]=1. The yield is 0.680. (4) The reactants are Cl[C:2]1[CH:7]=[C:6]([C:8]2[CH:9]=[N:10][C:11]([C:14]([F:17])([F:16])[F:15])=[N:12][CH:13]=2)[N:5]=[CH:4][N:3]=1.[CH3:18][N:19](C)C=O. The catalyst is [C-]#N.[Zn+2].[C-]#N. The product is [F:15][C:14]([F:17])([F:16])[C:11]1[N:10]=[CH:9][C:8]([C:6]2[CH:7]=[C:2]([C:18]#[N:19])[N:3]=[CH:4][N:5]=2)=[CH:13][N:12]=1. The yield is 0.712. (5) The reactants are CC(C)([O-])C.[K+].[CH2:7]([O:14][C:15]1[CH:20]=[CH:19][CH:18]=[CH:17][C:16]=1[OH:21])[C:8]1[CH:13]=[CH:12][CH:11]=[CH:10][CH:9]=1.[CH2:22]([O:24][C:25](=[O:30])[CH:26]=[C:27](Cl)[CH3:28])[CH3:23]. The catalyst is O1CCCC1. The product is [CH2:22]([O:24][C:25](=[O:30])/[CH:26]=[C:27](/[O:21][C:16]1[CH:17]=[CH:18][CH:19]=[CH:20][C:15]=1[O:14][CH2:7][C:8]1[CH:9]=[CH:10][CH:11]=[CH:12][CH:13]=1)\[CH3:28])[CH3:23]. The yield is 0.730. (6) The reactants are Br[C:2]1[C:7](=[O:8])[N:6]([CH2:9][C:10]2[CH:15]=[CH:14][C:13]([C:16]3[C:17]([C:22]#[N:23])=[CH:18][CH:19]=[CH:20][CH:21]=3)=[CH:12][CH:11]=2)[C:5]([CH2:24][CH2:25][CH3:26])=[N:4][C:3]=1[CH3:27].[CH3:28][C:29]1([CH3:41])[CH2:33][C:32]2[CH:34]=[C:35](B(O)O)[CH:36]=[CH:37][C:31]=2[O:30]1.C(=O)([O-])[O-].[Cs+].[Cs+]. The catalyst is O1CCOCC1.C(OCC)(=O)C.C1C=CC(P(C2C=CC=CC=2)[C-]2C=CC=C2)=CC=1.C1C=CC(P(C2C=CC=CC=2)[C-]2C=CC=C2)=CC=1.Cl[Pd]Cl.[Fe+2]. The product is [CH3:28][C:29]1([CH3:41])[CH2:33][C:32]2[CH:34]=[C:35]([C:2]3[C:7](=[O:8])[N:6]([CH2:9][C:10]4[CH:15]=[CH:14][C:13]([C:16]5[C:17]([C:22]#[N:23])=[CH:18][CH:19]=[CH:20][CH:21]=5)=[CH:12][CH:11]=4)[C:5]([CH2:24][CH2:25][CH3:26])=[N:4][C:3]=3[CH3:27])[CH:36]=[CH:37][C:31]=2[O:30]1. The yield is 0.890. (7) The reactants are [C:1]([C:4]1[CH:5]=[C:6]([C:32]#[N:33])[C:7]([C:15]2[CH:24]=[CH:23][CH:22]=[C:21]3[C:16]=2[CH2:17][CH2:18][N:19]([C:25]([O:27]C(C)(C)C)=O)[CH2:20]3)=[C:8]2[C:12]=1[NH:11][C:10]([CH3:13])=[C:9]2[CH3:14])(=[O:3])[NH2:2].F[C:35](F)(F)[C:36](O)=O.CCN(C(C)C)C(C)C.F[P-](F)(F)(F)(F)F.N1(O[P+](N(C)C)(N(C)C)N(C)C)C2C=CC=CC=2N=N1.C(O)(=O)C#CC. No catalyst specified. The product is [C:25]([N:19]1[CH2:18][CH2:17][C:16]2[C:21](=[CH:22][CH:23]=[CH:24][C:15]=2[C:7]2[C:6]([C:32]#[N:33])=[CH:5][C:4]([C:1]([NH2:2])=[O:3])=[C:12]3[C:8]=2[C:9]([CH3:14])=[C:10]([CH3:13])[NH:11]3)[CH2:20]1)(=[O:27])[CH:35]=[CH2:36]. The yield is 0.710.